Dataset: Reaction yield outcomes from USPTO patents with 853,638 reactions. Task: Predict the reaction yield, written as a fraction of the theoretical maximum amount of product (1.0 means a 100% yield; for example, 0.34 means a 34% yield). (1) The reactants are CC([S@@]([NH:7][C@:8]([C:23]1[CH:28]=[CH:27][C:26]([O:29][CH2:30][CH2:31][CH2:32][CH2:33][CH2:34][C:35]([F:38])([F:37])[F:36])=[CH:25][CH:24]=1)([CH2:13][C:14](=[O:22])[C:15]1[CH:20]=[CH:19][C:18]([CH3:21])=[CH:17][CH:16]=1)[C:9]([F:12])([F:11])[F:10])=O)(C)C.Cl. The catalyst is CO.O1CCOCC1. The product is [NH2:7][C@@:8]([C:23]1[CH:28]=[CH:27][C:26]([O:29][CH2:30][CH2:31][CH2:32][CH2:33][CH2:34][C:35]([F:36])([F:37])[F:38])=[CH:25][CH:24]=1)([C:9]([F:12])([F:11])[F:10])[CH2:13][C:14]([C:15]1[CH:20]=[CH:19][C:18]([CH3:21])=[CH:17][CH:16]=1)=[O:22]. The yield is 0.580. (2) The reactants are Cl[C:2]1[N:3]=[C:4]([NH:11][C:12]2[C:17]([CH3:18])=[CH:16][C:15]([CH3:19])=[CH:14][C:13]=2[CH3:20])[C:5]2[S:10][CH:9]=[CH:8][C:6]=2[N:7]=1.C(O)(C(F)(F)F)=O.[NH2:28][C:29]1[CH:36]=[CH:35][C:32]([C:33]#[N:34])=[CH:31][CH:30]=1. The yield is 0.200. The product is [C:13]1([CH3:20])[CH:14]=[C:15]([CH3:19])[CH:16]=[C:17]([CH3:18])[C:12]=1[NH:11][C:4]1[C:5]2[S:10][CH:9]=[CH:8][C:6]=2[N:7]=[C:2]([NH:28][C:29]2[CH:36]=[CH:35][C:32]([C:33]#[N:34])=[CH:31][CH:30]=2)[N:3]=1. The catalyst is C(OCC)(=O)C.